From a dataset of Full USPTO retrosynthesis dataset with 1.9M reactions from patents (1976-2016). Predict the reactants needed to synthesize the given product. (1) The reactants are: C([O:3][C:4](=[O:22])[CH2:5][N:6]1[C:10](=[O:11])[N:9]([CH2:12][CH2:13][O:14][CH3:15])[C:8]([C:16]2[S:17][C:18]([Cl:21])=[CH:19][CH:20]=2)=[N:7]1)C.[OH-].[K+]. Given the product [Cl:21][C:18]1[S:17][C:16]([C:8]2[N:9]([CH2:12][CH2:13][O:14][CH3:15])[C:10](=[O:11])[N:6]([CH2:5][C:4]([OH:22])=[O:3])[N:7]=2)=[CH:20][CH:19]=1, predict the reactants needed to synthesize it. (2) Given the product [C:38]([C:42]1[N:6]=[C:44]([O:82][CH2:83][CH3:84])[C:45]([C:48]2[N:49]([C:69]([N:71]3[CH2:72][CH2:73][CH:74]([CH2:77][S:78]([CH3:81])(=[O:80])=[O:79])[CH2:75][CH2:76]3)=[O:70])[C@@:50]([C:62]3[CH:67]=[CH:66][C:65]([Cl:68])=[CH:64][CH:63]=3)([CH3:61])[C@@:51]([C:54]3[CH:59]=[CH:58][C:57]([Cl:60])=[CH:56][CH:55]=3)([CH3:53])[N:52]=2)=[CH:46][N:47]=1)([CH3:40])([CH3:41])[CH3:39], predict the reactants needed to synthesize it. The reactants are: C(C1N=C(OCC)C(C2N(C(Cl)=O)[C@@](C3C=CC(Cl)=CC=3)(C)[C@@](C3C=CC(Cl)=CC=3)(C)N=2)=C[N:6]=1)(C)(C)C.[C:38]([C:42]1[N:47]=[CH:46][C:45]([C:48]2[N:49]([C:69]([N:71]3[CH2:76][CH2:75][CH:74]([CH2:77][S:78]([CH3:81])(=[O:80])=[O:79])[CH2:73][CH2:72]3)=[O:70])[C@@:50]([C:62]3[CH:67]=[CH:66][C:65]([Cl:68])=[CH:64][CH:63]=3)([CH3:61])[C@@:51]([C:54]3[CH:59]=[CH:58][C:57]([Cl:60])=[CH:56][CH:55]=3)([CH3:53])[N:52]=2)=[C:44]([O:82][CH2:83][CH3:84])C=1)([CH3:41])([CH3:40])[CH3:39].